Dataset: Full USPTO retrosynthesis dataset with 1.9M reactions from patents (1976-2016). Task: Predict the reactants needed to synthesize the given product. Given the product [C:23]([N:8]1[CH2:10][CH:9]1[C:11]([O:13][CH3:14])=[O:12])([O:25][C:26]([CH3:27])([CH3:28])[CH3:29])=[O:24], predict the reactants needed to synthesize it. The reactants are: C([N:8]1[CH2:10][CH:9]1[C:11]([O:13][CH3:14])=[O:12])C1C=CC=CC=1.[C:26]([O:25][C:23](O[C:23]([O:25][C:26]([CH3:29])([CH3:28])[CH3:27])=[O:24])=[O:24])([CH3:29])([CH3:28])[CH3:27].